The task is: Predict the product of the given reaction.. This data is from Forward reaction prediction with 1.9M reactions from USPTO patents (1976-2016). (1) Given the reactants [CH3:1][O:2][C:3]1[CH:4]=[C:5]([C:11]2[O:12][C:13]3[C:18]([C:19](=[O:23])[C:20]=2[O:21][CH3:22])=[C:17]([O:24]C)[C:16](I)=[C:15]([O:27][CH3:28])[CH:14]=3)[CH:6]=[CH:7][C:8]=1[O:9][CH3:10].[CH2:29]([O:41][CH2:42][C:43]1[CH:48]=[CH:47][CH:46]=[CH:45][CH:44]=1)[CH2:30][CH2:31][CH2:32][CH2:33][CH2:34][CH2:35][CH2:36][CH2:37][CH2:38][C:39]#[CH:40], predict the reaction product. The product is: [CH2:42]([O:41][CH2:29][CH2:30][CH2:31][CH2:32][CH2:33][CH2:34][CH2:35][CH2:36][CH2:37][CH2:38][C:39]1[O:24][C:17]2=[C:18]3[C:13](=[CH:14][C:15]([O:27][CH3:28])=[C:16]2[CH:40]=1)[O:12][C:11]([C:5]1[CH:6]=[CH:7][C:8]([O:9][CH3:10])=[C:3]([O:2][CH3:1])[CH:4]=1)=[C:20]([O:21][CH3:22])[C:19]3=[O:23])[C:43]1[CH:44]=[CH:45][CH:46]=[CH:47][CH:48]=1. (2) Given the reactants [N+:1]([C:4]1[CH:12]=[CH:11][CH:10]=[C:9]2[C:5]=1[CH:6]=[N:7][NH:8]2)([O-:3])=[O:2].C(=O)([O-])[O-].[K+].[K+].CN(C=O)C, predict the reaction product. The product is: [CH2:6]([N:8]1[C:9]2[C:5](=[C:4]([N+:1]([O-:3])=[O:2])[CH:12]=[CH:11][CH:10]=2)[CH:6]=[N:7]1)[C:5]1[CH:9]=[CH:10][CH:11]=[CH:12][CH:4]=1. (3) Given the reactants [F:1][C:2]1[C:3](I)=[CH:4][C:5](=[O:21])[N:6]([CH2:8][CH2:9][C@@:10]([CH3:20])([S:16]([CH3:19])(=[O:18])=[O:17])[C:11]([O:13][CH2:14][CH3:15])=[O:12])[CH:7]=1.C(N(C(C)C)CC)(C)C.[C:32]1([C:38]#[CH:39])[CH:37]=[CH:36][CH:35]=[CH:34][CH:33]=1, predict the reaction product. The product is: [F:1][C:2]1[C:3]([C:39]#[C:38][C:32]2[CH:37]=[CH:36][CH:35]=[CH:34][CH:33]=2)=[CH:4][C:5](=[O:21])[N:6]([CH2:8][CH2:9][C@@:10]([CH3:20])([S:16]([CH3:19])(=[O:18])=[O:17])[C:11]([O:13][CH2:14][CH3:15])=[O:12])[CH:7]=1. (4) Given the reactants [CH2:1]([O:8][C:9]1[CH:17]=[CH:16][CH:15]=[C:14]2[C:10]=1[CH:11]=[C:12]([C:19]([OH:21])=O)[N:13]2[CH3:18])[C:2]1[CH:7]=[CH:6][CH:5]=[CH:4][CH:3]=1.S(Cl)([Cl:24])=O, predict the reaction product. The product is: [CH2:1]([O:8][C:9]1[CH:17]=[CH:16][CH:15]=[C:14]2[C:10]=1[CH:11]=[C:12]([C:19]([Cl:24])=[O:21])[N:13]2[CH3:18])[C:2]1[CH:7]=[CH:6][CH:5]=[CH:4][CH:3]=1. (5) The product is: [CH3:1][C:2]1[N:3]=[C:4]([C:13]2[CH:18]=[CH:17][CH:16]=[CH:15][CH:14]=2)[CH:5]=[C:6]2[C:11]=1[C:10](=[O:12])[NH:9][CH2:8][CH2:7]2. Given the reactants [CH3:1][C:2]1[N:3]=[C:4]([C:13]2[CH:18]=[CH:17][CH:16]=[CH:15][CH:14]=2)[CH:5]=[C:6]2[C:11]=1[C:10](=[O:12])[NH:9][CH:8]=[CH:7]2.[H][H], predict the reaction product. (6) Given the reactants [F:1][C:2]([F:17])([F:16])[C:3]1[CH:8]=[C:7]([NH:9][C:10]2[CH2:14][CH2:13][C:12](=[O:15])[CH:11]=2)[CH:6]=[CH:5][N:4]=1.[H-].[Na+].[C:20]([O:24][C:25](=[O:46])[NH:26][CH:27](S(C1C=CC=CC=1)(=O)=O)[C:28]1[CH:33]=[CH:32][C:31]([C:34]#[N:35])=[CH:30][C:29]=1[Br:36])([CH3:23])([CH3:22])[CH3:21].C(OCC)(=O)C, predict the reaction product. The product is: [C:20]([O:24][C:25](=[O:46])[NH:26][CH:27]([C:28]1[CH:33]=[CH:32][C:31]([C:34]#[N:35])=[CH:30][C:29]=1[Br:36])[C:11]1[C:12](=[O:15])[CH2:13][CH2:14][C:10]=1[NH:9][C:7]1[CH:6]=[CH:5][N:4]=[C:3]([C:2]([F:1])([F:16])[F:17])[CH:8]=1)([CH3:23])([CH3:21])[CH3:22]. (7) Given the reactants Cl[C:2]1[CH:7]=[CH:6][N:5]=[C:4]([NH:8][CH:9]2[CH2:14][C:13]([CH3:16])([CH3:15])[NH:12][C:11]([CH3:18])([CH3:17])[CH2:10]2)[N:3]=1.[C:19]1(B(O)O)[CH:24]=[CH:23][CH:22]=[CH:21][CH:20]=1, predict the reaction product. The product is: [C:19]1([C:2]2[CH:7]=[CH:6][N:5]=[C:4]([NH:8][CH:9]3[CH2:14][C:13]([CH3:16])([CH3:15])[NH:12][C:11]([CH3:18])([CH3:17])[CH2:10]3)[N:3]=2)[CH:24]=[CH:23][CH:22]=[CH:21][CH:20]=1. (8) Given the reactants [F:1][C:2]1[CH:3]=[C:4]([C@@H:9]2[CH2:13][N:12]([CH2:14][CH2:15][O:16][CH3:17])[CH2:11][C@H:10]2[NH:18][C:19]([NH:21][C:22]2[N:26]([C:27]3[CH:32]=[CH:31][CH:30]=[CH:29][CH:28]=3)[N:25]=[C:24]3[CH2:33][O:34][CH2:35][C:23]=23)=[O:20])[CH:5]=[CH:6][C:7]=1[F:8].Cl.[O:37]1CCOC[CH2:38]1, predict the reaction product. The product is: [F:1][C:2]1[CH:3]=[C:4]([C@@H:9]2[CH2:13][N:12]([CH2:14][CH2:15][O:16][CH3:17])[CH2:11][C@H:10]2[NH:18][C:19]([NH:21][C:22]2[N:26]([C:27]3[CH:32]=[CH:31][CH:30]=[CH:29][CH:28]=3)[N:25]=[C:24]([CH2:33][O:37][CH3:38])[C:23]=2[CH2:35][OH:34])=[O:20])[CH:5]=[CH:6][C:7]=1[F:8]. (9) Given the reactants [C:1]([C:5]1[C:9]([CH2:10][CH2:11][CH2:12][OH:13])=[CH:8][N:7]([C:14]2[N:15]=[N:16][C:17]([C:20]([F:23])([F:22])[F:21])=[CH:18][CH:19]=2)[N:6]=1)([CH3:4])([CH3:3])[CH3:2].O[C:25]1[C:30]([CH3:31])=[CH:29][CH:28]=[CH:27][C:26]=1[CH2:32][C:33]([O:35]C)=[O:34].C(P(CCCC)CCCC)CCC.N(C(N1CCCCC1)=O)=NC(N1CCCCC1)=O, predict the reaction product. The product is: [C:1]([C:5]1[C:9]([CH2:10][CH2:11][CH2:12][O:13][C:25]2[C:30]([CH3:31])=[CH:29][CH:28]=[CH:27][C:26]=2[CH2:32][C:33]([OH:35])=[O:34])=[CH:8][N:7]([C:14]2[N:15]=[N:16][C:17]([C:20]([F:21])([F:22])[F:23])=[CH:18][CH:19]=2)[N:6]=1)([CH3:4])([CH3:2])[CH3:3].